This data is from Reaction yield outcomes from USPTO patents with 853,638 reactions. The task is: Predict the reaction yield, written as a fraction of the theoretical maximum amount of product (1.0 means a 100% yield; for example, 0.34 means a 34% yield). (1) The reactants are [CH3:1][N:2]1[C:10]2[CH:9]=[CH:8][CH:7]=[C:6]([C:11](OC3C=CC=CC=3)=[O:12])[C:5]=2[C:4]2([C:31]3[C:22](=[CH:23][C:24]4[O:29][CH2:28][CH2:27][O:26][C:25]=4[CH:30]=3)[O:21][CH2:20]2)[C:3]1=[O:32].Cl.[CH:34]1([NH2:38])[CH2:37][CH2:36][CH2:35]1.C(=O)([O-])[O-].[K+].[K+].CN(C)C=O. The catalyst is O. The product is [CH:34]1([NH:38][C:11]([C:6]2[C:5]3[C:4]4([C:31]5[C:22](=[CH:23][C:24]6[O:29][CH2:28][CH2:27][O:26][C:25]=6[CH:30]=5)[O:21][CH2:20]4)[C:3](=[O:32])[N:2]([CH3:1])[C:10]=3[CH:9]=[CH:8][CH:7]=2)=[O:12])[CH2:37][CH2:36][CH2:35]1. The yield is 0.170. (2) The reactants are Br[C:2]1[O:6][C:5]([CH2:7][N:8]([CH2:21][C:22]([F:25])([F:24])[F:23])[C:9]2[CH:16]=[CH:15][C:12]([C:13]#[N:14])=[C:11]([C:17]([F:20])([F:19])[F:18])[CH:10]=2)=[CH:4][CH:3]=1.[F:26][C:27]1[CH:28]=[C:29](B(O)O)[CH:30]=[C:31]([F:33])[CH:32]=1.C([O-])(O)=O.[Na+].O. The catalyst is CN(C=O)C.[Pd]. The product is [F:26][C:27]1[CH:28]=[C:29]([C:2]2[O:6][C:5]([CH2:7][N:8]([CH2:21][C:22]([F:24])([F:25])[F:23])[C:9]3[CH:16]=[CH:15][C:12]([C:13]#[N:14])=[C:11]([C:17]([F:20])([F:19])[F:18])[CH:10]=3)=[CH:4][CH:3]=2)[CH:30]=[C:31]([F:33])[CH:32]=1. The yield is 0.770. (3) The reactants are [CH2:1]([O:8][C:9]1[CH:14]=[C:13]([O:15][CH2:16][C:17]2[CH:22]=[CH:21][CH:20]=[CH:19][CH:18]=2)[C:12](Br)=[CH:11][C:10]=1[C:24]([N:26]1[CH2:34][C:33]2[C:28](=[CH:29][CH:30]=[CH:31][CH:32]=2)[CH2:27]1)=[O:25])[C:2]1[CH:7]=[CH:6][CH:5]=[CH:4][CH:3]=1.[F:35][C:36]([F:41])([F:40])C([O-])=O.[Na+]. The catalyst is [Cu]I. The product is [CH2:1]([O:8][C:9]1[CH:14]=[C:13]([O:15][CH2:16][C:17]2[CH:22]=[CH:21][CH:20]=[CH:19][CH:18]=2)[C:12]([C:36]([F:41])([F:40])[F:35])=[CH:11][C:10]=1[C:24]([N:26]1[CH2:34][C:33]2[C:28](=[CH:29][CH:30]=[CH:31][CH:32]=2)[CH2:27]1)=[O:25])[C:2]1[CH:7]=[CH:6][CH:5]=[CH:4][CH:3]=1. The yield is 0.290. (4) The reactants are [C:1]1([CH2:7][NH:8][C:9]([C:11]2[CH:16]=[CH:15][C:14](B(O)O)=[CH:13][CH:12]=2)=[O:10])[CH:6]=[CH:5][CH:4]=[CH:3][CH:2]=1.Br[C:21]1[CH:26]=[CH:25][C:24]([O:27][CH2:28][CH:29]2[CH2:34][CH2:33][N:32]([C:35]([O:37][CH:38]([CH3:40])[CH3:39])=[O:36])[CH2:31][CH2:30]2)=[CH:23][CH:22]=1. No catalyst specified. The product is [C:1]1([CH2:7][NH:8][C:9]([C:11]2[CH:16]=[CH:15][C:14]([C:21]3[CH:22]=[CH:23][C:24]([O:27][CH2:28][CH:29]4[CH2:30][CH2:31][N:32]([C:35]([O:37][CH:38]([CH3:40])[CH3:39])=[O:36])[CH2:33][CH2:34]4)=[CH:25][CH:26]=3)=[CH:13][CH:12]=2)=[O:10])[CH:6]=[CH:5][CH:4]=[CH:3][CH:2]=1. The yield is 0.150.